Dataset: Full USPTO retrosynthesis dataset with 1.9M reactions from patents (1976-2016). Task: Predict the reactants needed to synthesize the given product. (1) Given the product [C:6]([NH:10][S:11]([C:14]1[S:15][C:16]([Cl:19])=[CH:17][C:18]=1[F:35])(=[O:12])=[O:13])([CH3:9])([CH3:7])[CH3:8], predict the reactants needed to synthesize it. The reactants are: C1COCC1.[C:6]([NH:10][S:11]([C:14]1[S:15][C:16]([Cl:19])=[CH:17][CH:18]=1)(=[O:13])=[O:12])([CH3:9])([CH3:8])[CH3:7].C([Li])CCC.C1(S(N(S(C2C=CC=CC=2)(=O)=O)[F:35])(=O)=O)C=CC=CC=1. (2) Given the product [C:1]([C:9]1[C:10]([CH2:11][C:12]2[CH:17]=[CH:16][CH:15]=[CH:14][C:13]=2[S:18]([C:21]2[CH:22]=[CH:23][CH:24]=[CH:25][CH:26]=2)(=[O:20])=[O:19])=[C:6]([CH3:5])[N:7]([CH2:28][C:29]([O:31][CH2:32][CH3:33])=[O:30])[C:8]=1[CH3:27])(=[O:3])[CH3:2], predict the reactants needed to synthesize it. The reactants are: [C:1](Cl)(=[O:3])[CH3:2].[CH3:5][C:6]1[N:7]([CH2:28][C:29]([O:31][CH2:32][CH3:33])=[O:30])[C:8]([CH3:27])=[CH:9][C:10]=1[CH2:11][C:12]1[CH:17]=[CH:16][CH:15]=[CH:14][C:13]=1[S:18]([C:21]1[CH:26]=[CH:25][CH:24]=[CH:23][CH:22]=1)(=[O:20])=[O:19].ClCCl.C([O-])(O)=O.[Na+]. (3) Given the product [F:1][C:2]([F:26])([F:25])[CH2:3][NH:4][C:5]([C:7]1([CH2:20][CH2:21][CH2:22][CH2:23][N:39]2[CH2:40][CH2:41][N:36]([C:34]3[N:33]([CH3:42])[C:32]4[CH:43]=[C:28]([F:27])[CH:29]=[CH:30][C:31]=4[N:35]=3)[CH2:37][CH2:38]2)[C:19]2[CH:18]=[CH:17][CH:16]=[CH:15][C:14]=2[C:13]2[C:8]1=[CH:9][CH:10]=[CH:11][CH:12]=2)=[O:6], predict the reactants needed to synthesize it. The reactants are: [F:1][C:2]([F:26])([F:25])[CH2:3][NH:4][C:5]([C:7]1([CH2:20][CH2:21][CH2:22][CH2:23]Br)[C:19]2[CH:18]=[CH:17][CH:16]=[CH:15][C:14]=2[C:13]2[C:8]1=[CH:9][CH:10]=[CH:11][CH:12]=2)=[O:6].[F:27][C:28]1[CH:29]=[CH:30][C:31]2[N:35]=[C:34]([N:36]3[CH2:41][CH2:40][NH:39][CH2:38][CH2:37]3)[N:33]([CH3:42])[C:32]=2[CH:43]=1. (4) The reactants are: C(O)(C(F)(F)F)=O.[F:8][C:9]([F:45])([F:44])[C:10]1[CH:11]=[C:12]([C:20]2[N:24]=[CH:23][N:22](/[CH:25]=[CH:26]\[C:27]([NH:29][CH2:30][CH:31]3[CH2:36][CH2:35][CH2:34][N:33](C(OC(C)(C)C)=O)[CH2:32]3)=[O:28])[N:21]=2)[CH:13]=[C:14]([C:16]([F:19])([F:18])[F:17])[CH:15]=1. Given the product [F:19][C:16]([F:17])([F:18])[C:14]1[CH:13]=[C:12]([C:20]2[N:24]=[CH:23][N:22](/[CH:25]=[CH:26]\[C:27]([NH:29][CH2:30][CH:31]3[CH2:36][CH2:35][CH2:34][NH:33][CH2:32]3)=[O:28])[N:21]=2)[CH:11]=[C:10]([C:9]([F:8])([F:44])[F:45])[CH:15]=1, predict the reactants needed to synthesize it.